This data is from Reaction yield outcomes from USPTO patents with 853,638 reactions. The task is: Predict the reaction yield, written as a fraction of the theoretical maximum amount of product (1.0 means a 100% yield; for example, 0.34 means a 34% yield). (1) The reactants are [NH2:1][C:2]1[S:14][C:5]2=[N:6][C:7]([CH3:13])=[C:8]([CH2:11][CH3:12])[C:9]([CH3:10])=[C:4]2[C:3]=1[C:15]#[N:16].[CH:17]1([C:22](Cl)=[O:23])[CH2:21][CH2:20][CH2:19][CH2:18]1.O. The catalyst is N1C=CC=CC=1. The product is [C:15]([C:3]1[C:4]2[C:5](=[N:6][C:7]([CH3:13])=[C:8]([CH2:11][CH3:12])[C:9]=2[CH3:10])[S:14][C:2]=1[NH:1][C:22]([CH:17]1[CH2:21][CH2:20][CH2:19][CH2:18]1)=[O:23])#[N:16]. The yield is 0.860. (2) The product is [O:22]([C:15]1([C:2]2[CH:3]=[CH:4][CH:5]=[CH:6][N:1]=2)[C:16]2[C:21](=[CH:20][CH:19]=[CH:18][CH:17]=2)[N:13]([C:7]2[CH:8]=[CH:9][CH:10]=[CH:11][CH:12]=2)[C:14]1=[O:23])[C:30]1[CH:35]=[CH:34][CH:33]=[CH:32][CH:31]=1. The yield is 0.690. The catalyst is C1COCC1. The reactants are [N:1]1[CH:6]=[CH:5][CH:4]=[CH:3][CH:2]=1.[C:7]1([N:13]2[C:21]3[C:16](=[CH:17][CH:18]=[CH:19][CH:20]=3)[C:15](=[O:22])[C:14]2=[O:23])[CH:12]=[CH:11][CH:10]=[CH:9][CH:8]=1.FC(F)(F)S(O[C:30]1[CH:35]=[CH:34][CH:33]=[CH:32][C:31]=1[Si](C)(C)C)(=O)=O.[F-].[K+].O1CCOCCOCCOCCOCCOCC1. (3) The reactants are [OH:1][C:2]1[NH:3][C:4]2[C:9]([C:10]=1[C:11]1[CH:16]=[CH:15][C:14]([S:17]([N:20]3[CH2:25][CH2:24][N:23]([CH3:26])[CH2:22][CH2:21]3)(=[O:19])=[O:18])=[CH:13][N:12]=1)=[CH:8][C:7]([C:27]#N)=[CH:6][CH:5]=2.[OH-:29].[Na+].Cl.[OH2:32]. No catalyst specified. The product is [OH:1][C:2]1[NH:3][C:4]2[C:9]([C:10]=1[C:11]1[CH:16]=[CH:15][C:14]([S:17]([N:20]3[CH2:21][CH2:22][N:23]([CH3:26])[CH2:24][CH2:25]3)(=[O:19])=[O:18])=[CH:13][N:12]=1)=[CH:8][C:7]([C:27]([OH:32])=[O:29])=[CH:6][CH:5]=2. The yield is 0.890. (4) The reactants are [CH2:1]([C:4]1[CH:28]=[C:27]([C:29]2[S:30][C:31]3[CH2:37][CH2:36][CH2:35][CH2:34][C:32]=3[N:33]=2)[CH:26]=[CH:25][C:5]=1[O:6][CH2:7][CH2:8][CH2:9][O:10][C:11]1[CH:12]=[C:13]2[C:17](=[CH:18][CH:19]=1)[N:16]([CH2:20][C:21]([O:23]C)=[O:22])[CH:15]=[CH:14]2)[CH2:2][CH3:3].O[Li].O. The catalyst is C1COCC1.O. The product is [CH2:1]([C:4]1[CH:28]=[C:27]([C:29]2[S:30][C:31]3[CH2:37][CH2:36][CH2:35][CH2:34][C:32]=3[N:33]=2)[CH:26]=[CH:25][C:5]=1[O:6][CH2:7][CH2:8][CH2:9][O:10][C:11]1[CH:12]=[C:13]2[C:17](=[CH:18][CH:19]=1)[N:16]([CH2:20][C:21]([OH:23])=[O:22])[CH:15]=[CH:14]2)[CH2:2][CH3:3]. The yield is 0.990.